Task: Predict the reactants needed to synthesize the given product.. Dataset: Full USPTO retrosynthesis dataset with 1.9M reactions from patents (1976-2016) Given the product [F:28][C:26]([F:27])([F:29])[O:25][C:21]1[CH:20]=[C:19]([C:16]2[N:14]3[N:15]=[C:10]([NH:9][CH2:8][CH:6]4[CH2:5][CH2:4][NH:3][C:2](=[O:1])[CH2:7]4)[CH:11]=[CH:12][C:13]3=[N:18][CH:17]=2)[CH:24]=[CH:23][CH:22]=1, predict the reactants needed to synthesize it. The reactants are: [O:1]=[C:2]1[CH2:7][CH:6]([CH2:8][NH:9][C:10]2[CH:11]=[CH:12][C:13]3[N:14]([C:16]([C:19]4[CH:24]=[CH:23][CH:22]=[C:21]([O:25][C:26]([F:29])([F:28])[F:27])[CH:20]=4)=[CH:17][N:18]=3)[N:15]=2)[CH2:5][CH2:4][N:3]1C(OC(C)(C)C)=O.C(O)(C(F)(F)F)=O.